Dataset: Retrosynthesis with 50K atom-mapped reactions and 10 reaction types from USPTO. Task: Predict the reactants needed to synthesize the given product. (1) Given the product COc1cccc2sc(NC(=O)c3ccco3)nc12, predict the reactants needed to synthesize it. The reactants are: COc1cccc2sc(N)nc12.O=C(O)c1ccco1. (2) Given the product NNc1ccc(Cl)nn1, predict the reactants needed to synthesize it. The reactants are: Clc1ccc(Cl)nn1.NN. (3) Given the product CCOP(=O)(COCC(O)COn1cnc2c(N)ncnc21)OCC, predict the reactants needed to synthesize it. The reactants are: CCOP(=O)(COCC(COn1cnc2c(N)ncnc21)O[Si](C)(C)C(C)(C)C)OCC. (4) Given the product N#Cc1ccc(Oc2ccc(Cl)c(Cl)c2)c(C=O)c1, predict the reactants needed to synthesize it. The reactants are: O=Cc1cc(Br)ccc1Oc1ccc(Cl)c(Cl)c1.[C-]#N. (5) Given the product Fc1ccc(C(Nc2ccc(F)c(F)c2)C2CCN(Cc3ccc4ccccc4c3)CC2)cc1, predict the reactants needed to synthesize it. The reactants are: BrCc1ccc2ccccc2c1.Fc1ccc(C(Nc2ccc(F)c(F)c2)C2CCNCC2)cc1.